Dataset: TCR-epitope binding with 47,182 pairs between 192 epitopes and 23,139 TCRs. Task: Binary Classification. Given a T-cell receptor sequence (or CDR3 region) and an epitope sequence, predict whether binding occurs between them. (1) The epitope is LLQTGIHVRVSQPSL. The TCR CDR3 sequence is CASSSGGYDEQYF. Result: 1 (the TCR binds to the epitope). (2) The TCR CDR3 sequence is CASSLSSSTGPTDTQYF. Result: 1 (the TCR binds to the epitope). The epitope is LLWNGPMAV. (3) The epitope is FADDLNQLTGY. The TCR CDR3 sequence is CASSQEYRASYEQYF. Result: 1 (the TCR binds to the epitope). (4) The epitope is LLQTGIHVRVSQPSL. The TCR CDR3 sequence is CASRGAGTRTDTQYF. Result: 1 (the TCR binds to the epitope).